Predict the product of the given reaction. From a dataset of Forward reaction prediction with 1.9M reactions from USPTO patents (1976-2016). (1) Given the reactants [Br:1][C:2]1[CH:3]=[CH:4][C:5]([N+:10]([O-])=O)=[C:6]([CH:9]=1)[CH:7]=O.C(Cl)Cl.C[O:17][CH:18](OC)[CH2:19][CH:20](OC)OC.C1(C)C=CC=CC=1, predict the reaction product. The product is: [Br:1][C:2]1[CH:9]=[C:6]2[C:5](=[CH:4][CH:3]=1)[N:10]=[CH:20][C:19]([CH:18]=[O:17])=[CH:7]2. (2) Given the reactants [NH2:1][CH2:2][C@@H:3]([C:5]1[CH:6]=[CH:7][C:8]([OH:16])=[C:9]([NH:11][S:12]([CH3:15])(=[O:14])=[O:13])[CH:10]=1)[OH:4].[F:17][C:18]1[CH:46]=[CH:45][CH:44]=[C:43]([F:47])[C:19]=1[CH2:20][N:21]([CH3:42])[C:22]([NH:24][C:25]1[CH:30]=[CH:29][C:28]([S:31]([N:34]2[CH2:39][CH2:38][CH:37]([CH:40]=O)[CH2:36][CH2:35]2)(=[O:33])=[O:32])=[CH:27][CH:26]=1)=[O:23].C(O)(=O)C.C([BH3-])#N.[Na+], predict the reaction product. The product is: [F:47][C:43]1[CH:44]=[CH:45][CH:46]=[C:18]([F:17])[C:19]=1[CH2:20][N:21]([CH3:42])[C:22](=[O:23])[NH:24][C:25]1[CH:26]=[CH:27][C:28]([S:31]([N:34]2[CH2:35][CH2:36][CH:37]([CH2:40][NH:1][CH2:2][CH:3]([C:5]3[CH:6]=[CH:7][C:8]([OH:16])=[C:9]([NH:11][S:12]([CH3:15])(=[O:14])=[O:13])[CH:10]=3)[OH:4])[CH2:38][CH2:39]2)(=[O:33])=[O:32])=[CH:29][CH:30]=1. (3) Given the reactants S(Cl)(Cl)=O.[F:5][C:6]1[CH:11]=[C:10]([F:12])[CH:9]=[CH:8][C:7]=1[C:13]1[CH:21]=[C:17]([C:18]([OH:20])=[O:19])[C:16]([OH:22])=[C:15]([I:23])[CH:14]=1.[CH3:24]O, predict the reaction product. The product is: [F:5][C:6]1[CH:11]=[C:10]([F:12])[CH:9]=[CH:8][C:7]=1[C:13]1[CH:21]=[C:17]([C:18]([O:20][CH3:24])=[O:19])[C:16]([OH:22])=[C:15]([I:23])[CH:14]=1.